Dataset: Reaction yield outcomes from USPTO patents with 853,638 reactions. Task: Predict the reaction yield, written as a fraction of the theoretical maximum amount of product (1.0 means a 100% yield; for example, 0.34 means a 34% yield). (1) The reactants are [OH:1][CH2:2][CH2:3][N:4]1[CH:12]=[N:11][C:10]2[C:5]1=[N:6][CH:7]=[N:8][C:9]=2[NH2:13].CC(C)[O-].[Mg+2].CC(C)[O-].CC(C)([O-])C.[Mg+2].CC(C)([O-])C.C1(C)C=CC(S(O[CH2:44][P:45](=[O:52])([O:49]CC)[O:46]CC)(=O)=O)=CC=1.Br[Si](C)(C)C. The catalyst is CN(C=O)C.O. The product is [P:45]([CH2:44][O:1][CH2:2][CH2:3][N:4]1[CH:12]=[N:11][C:10]2[C:5]1=[N:6][CH:7]=[N:8][C:9]=2[NH2:13])([OH:52])([OH:49])=[O:46]. The yield is 0.654. (2) The reactants are [CH2:1]([N:5]1[C:10]2[N:11]=[C:12]([S:15][CH3:16])[N:13]=[CH:14][C:9]=2[CH:8]=[C:7]([C:17]2[CH:22]=[CH:21][C:20]([C:23]3[CH:28]=[N:27][CH:26]=[C:25]([CH3:29])[N:24]=3)=[CH:19][C:18]=2[Cl:30])[C:6]1=[O:31])CC=C.[C:32]([OH:36])(C)([CH3:34])[CH3:33].C[N+]1([O-])CC[O:41]CC1.O. The catalyst is C1COCC1.O.O.[O-][Os]([O-])(=O)=O.[K+].[K+]. The product is [Cl:30][C:18]1[CH:19]=[C:20]([C:23]2[CH:28]=[N:27][CH:26]=[C:25]([CH3:29])[N:24]=2)[CH:21]=[CH:22][C:17]=1[C:7]1[C:6](=[O:31])[N:5]([CH2:1][CH2:33][CH:32]([OH:36])[CH2:34][OH:41])[C:10]2[N:11]=[C:12]([S:15][CH3:16])[N:13]=[CH:14][C:9]=2[CH:8]=1. The yield is 0.920. (3) The yield is 0.740. The product is [OH:9][CH2:8][CH2:7][NH:1][C:2]([CH3:6])([CH3:5])[CH2:3][OH:4]. The catalyst is O. The reactants are [NH2:1][C:2]([CH3:6])([CH3:5])[CH2:3][OH:4].[CH2:7]1[O:9][CH2:8]1. (4) The reactants are [Cl:1][C:2]1[CH:10]=[CH:9][C:8]([OH:11])=[CH:7][C:3]=1[C:4]([NH2:6])=[O:5].CS(O[CH2:17][C@H:18]1[CH2:23][CH2:22][CH2:21][N:20]([C:24]([O:26][C:27]([CH3:30])([CH3:29])[CH3:28])=[O:25])[CH2:19]1)(=O)=O.C(=O)([O-])[O-].[Cs+].[Cs+]. The catalyst is CC(N(C)C)=O. The product is [C:4]([C:3]1[CH:7]=[C:8]([CH:9]=[CH:10][C:2]=1[Cl:1])[O:11][CH2:17][C@H:18]1[CH2:23][CH2:22][CH2:21][N:20]([C:24]([O:26][C:27]([CH3:28])([CH3:30])[CH3:29])=[O:25])[CH2:19]1)(=[O:5])[NH2:6]. The yield is 0.790.